Dataset: hERG Central: cardiac toxicity at 1µM, 10µM, and general inhibition. Task: Predict hERG channel inhibition at various concentrations. The drug is CC(C)=CCCC(C)CN1CCC(N2CCC(C(=O)N3CCCC3)CC2)CC1. Results: hERG_inhib (hERG inhibition (general)): blocker.